This data is from Forward reaction prediction with 1.9M reactions from USPTO patents (1976-2016). The task is: Predict the product of the given reaction. (1) Given the reactants Cl[C:2]1[C:11]2[C:6](=[CH:7][C:8]([I:12])=[CH:9][CH:10]=2)[N:5]=[CH:4][CH:3]=1.IC1C=C2C(C(N)=CC=N2)=CC=1.[O:25]([C:32]1[CH:38]=[CH:37][C:35]([NH2:36])=[CH:34][CH:33]=1)[C:26]1[CH:31]=[CH:30][CH:29]=[CH:28][CH:27]=1, predict the reaction product. The product is: [O:25]([C:32]1[CH:33]=[CH:34][C:35]([NH:36][C:2]2[C:11]3[C:6](=[CH:7][C:8]([I:12])=[CH:9][CH:10]=3)[N:5]=[CH:4][CH:3]=2)=[CH:37][CH:38]=1)[C:26]1[CH:31]=[CH:30][CH:29]=[CH:28][CH:27]=1. (2) Given the reactants Br[C:2]1[CH:7]=[CH:6][C:5]([F:8])=[C:4]([Cl:9])[C:3]=1[Cl:10].[C:11]([N:18]1[CH2:23][CH2:22][NH:21][CH2:20][CH2:19]1)([O:13][C:14]([CH3:17])([CH3:16])[CH3:15])=[O:12].CC([O-])(C)C.[Na+], predict the reaction product. The product is: [Cl:10][C:3]1[C:4]([Cl:9])=[C:5]([F:8])[CH:6]=[CH:7][C:2]=1[N:21]1[CH2:20][CH2:19][N:18]([C:11]([O:13][C:14]([CH3:17])([CH3:16])[CH3:15])=[O:12])[CH2:23][CH2:22]1. (3) Given the reactants C([O:3][C:4](=[O:33])[C:5]1[CH:10]=[CH:9][N:8]=[C:7]([N:11]2[C:15]([CH3:16])=[CH:14][CH:13]=[C:12]2[C:17]2[CH:22]=[C:21]([Cl:23])[CH:20]=[CH:19][C:18]=2[O:24][CH2:25][C:26]2[CH:31]=[CH:30][C:29]([Cl:32])=[CH:28][CH:27]=2)[CH:6]=1)C.C(O)C, predict the reaction product. The product is: [Cl:23][C:21]1[CH:20]=[CH:19][C:18]([O:24][CH2:25][C:26]2[CH:27]=[CH:28][C:29]([Cl:32])=[CH:30][CH:31]=2)=[C:17]([C:12]2[N:11]([C:7]3[CH:6]=[C:5]([CH:10]=[CH:9][N:8]=3)[C:4]([OH:33])=[O:3])[C:15]([CH3:16])=[CH:14][CH:13]=2)[CH:22]=1. (4) The product is: [CH3:34][C:2]1([CH3:1])[CH2:7][CH2:6][CH2:5][CH:4]([O:8][C:9]2[CH:14]=[CH:13][C:12]([C:15]([C:20]3[CH:21]=[CH:22][C:23]4[O:27][C:26]([C:28]([N:62]([CH2:61][C:60]([OH:64])=[O:59])[CH3:63])=[O:30])=[CH:25][C:24]=4[CH:31]=3)([CH2:16][CH3:17])[CH2:18][CH3:19])=[CH:11][C:10]=2[CH3:32])[C:3]1=[O:33]. Given the reactants [CH3:1][C:2]1([CH3:34])[CH2:7][CH2:6][CH2:5][CH:4]([O:8][C:9]2[CH:14]=[CH:13][C:12]([C:15]([C:20]3[CH:21]=[CH:22][C:23]4[O:27][C:26]([C:28]([OH:30])=O)=[CH:25][C:24]=4[CH:31]=3)([CH2:18][CH3:19])[CH2:16][CH3:17])=[CH:11][C:10]=2[CH3:32])[C:3]1=[O:33].C(Cl)CCl.C1C=CC2N(O)N=NC=2C=1.C(N(CC)CC)C.Cl.C([O:59][C:60](=[O:64])[CH2:61][NH:62][CH3:63])C, predict the reaction product. (5) Given the reactants [CH3:1][O:2][C:3]([NH:5][CH2:6][CH2:7][O:8][CH:9]([C:21]1[CH:26]=[C:25]([Cl:27])[CH:24]=[CH:23][C:22]=1[CH3:28])[CH2:10][CH2:11][N:12](C)[C:13](=O)OC(C)(C)C)=[O:4], predict the reaction product. The product is: [Cl:27][C:25]1[CH:24]=[CH:23][C:22]([CH3:28])=[C:21]([CH:9]([O:8][CH2:7][CH2:6][NH:5][C:3](=[O:4])[O:2][CH3:1])[CH2:10][CH2:11][NH:12][CH3:13])[CH:26]=1. (6) Given the reactants Br[C:2]1[C:3]([N:22]2[CH2:26][CH2:25][C@@H:24]([OH:27])[CH2:23]2)=[N:4][CH:5]=[C:6]([CH:21]=1)[C:7]([NH:9][C:10]1[CH:15]=[CH:14][C:13]([O:16][C:17]([F:20])([F:19])[F:18])=[CH:12][CH:11]=1)=[O:8].[F:28][C:29]1[C:34](B2OC(C)(C)C(C)(C)O2)=[CH:33][C:32]([F:44])=[CH:31][N:30]=1, predict the reaction product. The product is: [F:28][C:29]1[C:34]([C:2]2[C:3]([N:22]3[CH2:26][CH2:25][C@@H:24]([OH:27])[CH2:23]3)=[N:4][CH:5]=[C:6]([C:7]([NH:9][C:10]3[CH:15]=[CH:14][C:13]([O:16][C:17]([F:20])([F:19])[F:18])=[CH:12][CH:11]=3)=[O:8])[CH:21]=2)=[CH:33][C:32]([F:44])=[CH:31][N:30]=1. (7) The product is: [OH:27][CH2:28][C:29]([NH:32][S:33]([C:36]1[S:40][C:39]([NH:41][C:12]([C:11]2[CH:10]=[N:9][N:8]3[C:3]([C:2]([F:26])([F:25])[F:1])=[CH:4][C:5]([C:15]4[CH:20]=[CH:19][C:18]([C:21]([F:24])([F:22])[F:23])=[CH:17][CH:16]=4)=[N:6][C:7]=23)=[O:13])=[N:38][C:37]=1[CH3:42])(=[O:35])=[O:34])([CH3:31])[CH3:30]. Given the reactants [F:1][C:2]([F:26])([F:25])[C:3]1[N:8]2[N:9]=[CH:10][C:11]([C:12](O)=[O:13])=[C:7]2[N:6]=[C:5]([C:15]2[CH:20]=[CH:19][C:18]([C:21]([F:24])([F:23])[F:22])=[CH:17][CH:16]=2)[CH:4]=1.[OH:27][CH2:28][C:29]([NH:32][S:33]([C:36]1[S:40][C:39]([NH2:41])=[N:38][C:37]=1[CH3:42])(=[O:35])=[O:34])([CH3:31])[CH3:30], predict the reaction product.